This data is from Catalyst prediction with 721,799 reactions and 888 catalyst types from USPTO. The task is: Predict which catalyst facilitates the given reaction. (1) Reactant: C[Si](C)(C)N[Si](C)(C)C.C(#N)C.Cl.Cl.[NH2:15][C:16]([C:20]1([C:23]([OH:25])=O)[CH2:22][CH2:21]1)([CH3:19])[CH2:17][NH2:18]. Product: [NH2:15][C:16]1([CH3:19])[C:20]2([CH2:22][CH2:21]2)[C:23](=[O:25])[NH:18][CH2:17]1. The catalyst class is: 5. (2) Reactant: C[O:2][C:3](=[O:15])[C:4]1[CH:9]=[C:8]([O:10][CH3:11])[CH:7]=[C:6]([O:12][CH3:13])[C:5]=1[Cl:14].[OH-].[K+]. Product: [Cl:14][C:5]1[C:6]([O:12][CH3:13])=[CH:7][C:8]([O:10][CH3:11])=[CH:9][C:4]=1[C:3]([OH:15])=[O:2]. The catalyst class is: 5. (3) Reactant: [N:1]([CH:4]1[C:10]2=[N:11][CH:12]=[CH:13][CH:14]=[C:9]2[CH2:8][CH2:7][CH2:6][CH2:5]1)=[N+]=[N-]. Product: [N:11]1[CH:12]=[CH:13][CH:14]=[C:9]2[CH2:8][CH2:7][CH2:6][CH2:5][CH:4]([NH2:1])[C:10]=12. The catalyst class is: 19. (4) Reactant: [Br:1][C:2]1[CH:7]=[CH:6][C:5]([CH:8]([CH:11]2[CH2:16][CH2:15][CH2:14][CH2:13][CH2:12]2)[C:9]#[N:10])=[CH:4][CH:3]=1.CC(C[AlH]CC(C)C)C.B.C1COCC1.[NH4+].[Cl-]. Product: [Br:1][C:2]1[CH:3]=[CH:4][C:5]([CH:8]([CH:11]2[CH2:16][CH2:15][CH2:14][CH2:13][CH2:12]2)[CH2:9][NH2:10])=[CH:6][CH:7]=1. The catalyst class is: 11. (5) Product: [CH:39]1([CH2:38][N:6]([CH2:5][C:4]([OH:42])=[O:3])[S:7]([C:10]2[CH:15]=[CH:14][C:13]([N:16]3[CH2:17][CH2:18][CH:19]([NH:22][CH2:23][C@H:24]([OH:37])[C:25]4[CH:30]=[CH:29][C:28]([OH:31])=[C:27]([NH:32][S:33]([CH3:36])(=[O:34])=[O:35])[CH:26]=4)[CH2:20][CH2:21]3)=[CH:12][CH:11]=2)(=[O:9])=[O:8])[CH2:41][CH2:40]1. Reactant: C([O:3][C:4](=[O:42])[CH2:5][N:6]([CH2:38][CH:39]1[CH2:41][CH2:40]1)[S:7]([C:10]1[CH:15]=[CH:14][C:13]([N:16]2[CH2:21][CH2:20][CH:19]([NH:22][CH2:23][C@H:24]([OH:37])[C:25]3[CH:30]=[CH:29][C:28]([OH:31])=[C:27]([NH:32][S:33]([CH3:36])(=[O:35])=[O:34])[CH:26]=3)[CH2:18][CH2:17]2)=[CH:12][CH:11]=1)(=[O:9])=[O:8])C.O.[OH-].[Li+].C(O)(=O)C. The catalyst class is: 40.